Dataset: Reaction yield outcomes from USPTO patents with 853,638 reactions. Task: Predict the reaction yield, written as a fraction of the theoretical maximum amount of product (1.0 means a 100% yield; for example, 0.34 means a 34% yield). (1) The reactants are [CH3:1][O:2][C:3](=[O:21])[CH:4]([C:11]1[CH:16]=[CH:15][C:14](Cl)=[C:13]([N+:18]([O-:20])=[O:19])[CH:12]=1)[CH2:5][CH:6]1[CH2:10][CH2:9][CH2:8][CH2:7]1.[CH3:22][S:23]([O-:25])=[O:24].[Na+].C(OCC)(=O)C.O. The catalyst is CS(C)=O. The product is [CH3:1][O:2][C:3](=[O:21])[CH:4]([C:11]1[CH:16]=[CH:15][C:14]([S:23]([CH3:22])(=[O:25])=[O:24])=[C:13]([N+:18]([O-:20])=[O:19])[CH:12]=1)[CH2:5][CH:6]1[CH2:10][CH2:9][CH2:8][CH2:7]1. The yield is 0.840. (2) The reactants are [NH2:1][CH2:2][CH2:3][CH2:4][CH2:5][CH2:6][C:7]([NH:9][C@H:10]([C:14]([NH:16][C@H:17]([C:25]([NH:27][C:28]1[CH:33]=[CH:32][C:31]([CH2:34][O:35][C:36](=[O:77])[NH:37][CH2:38][NH:39][C:40](=[O:76])[CH2:41][C@H:42]2[O:49][C@H:48](/[CH:50]=[CH:51]/[C:52](/[CH3:74])=[CH:53]/[CH2:54][C@H:55]3[C@@H:60]([CH3:61])[CH2:59][C@@H:58]([NH:62][C:63](=[O:72])/[CH:64]=[CH:65]\[C@@H:66]([O:68][C:69](=[O:71])[CH3:70])[CH3:67])[C@@H:57]([CH3:73])[O:56]3)[C@@H:47]([OH:75])[C@@:44]3([O:46][CH2:45]3)[CH2:43]2)=[CH:30][CH:29]=1)=[O:26])[CH2:18][CH2:19][CH2:20][NH:21][C:22](=[O:24])[NH2:23])=[O:15])[CH:11]([CH3:13])[CH3:12])=[O:8].[Br:78][CH2:79][C:80](ON1C(=O)CCC1=O)=[O:81].C(N(CC)C(C)C)(C)C.C(O[C@H](/C=C\C(N[C@@H]1C[C@H](C)[C@H](C/C=C(\C)/C=C/[C@H]2O[C@H](CNC(=O)CBr)C[C@]3(OC3)[C@@H]2O)O[C@@H]1C)=O)C)(=O)C. No catalyst specified. The product is [Br:78][CH2:79][C:80]([NH:1][CH2:2][CH2:3][CH2:4][CH2:5][CH2:6][C:7]([NH:9][C@H:10]([C:14]([NH:16][C@H:17]([C:25]([NH:27][C:28]1[CH:29]=[CH:30][C:31]([CH2:34][O:35][C:36](=[O:77])[NH:37][CH2:38][NH:39][C:40](=[O:76])[CH2:41][C@H:42]2[O:49][C@H:48](/[CH:50]=[CH:51]/[C:52](/[CH3:74])=[CH:53]/[CH2:54][C@H:55]3[C@@H:60]([CH3:61])[CH2:59][C@@H:58]([NH:62][C:63](=[O:72])/[CH:64]=[CH:65]\[C@@H:66]([O:68][C:69](=[O:71])[CH3:70])[CH3:67])[C@@H:57]([CH3:73])[O:56]3)[C@@H:47]([OH:75])[C@@:44]3([O:46][CH2:45]3)[CH2:43]2)=[CH:32][CH:33]=1)=[O:26])[CH2:18][CH2:19][CH2:20][NH:21][C:22](=[O:24])[NH2:23])=[O:15])[CH:11]([CH3:13])[CH3:12])=[O:8])=[O:81]. The yield is 0.620. (3) The catalyst is N1C=CC=CC=1.CC#N. The reactants are C([NH:11][CH2:12][CH2:13][P:14](=O)([OH:16])[OH:15])(OCC1C=CC=CC=1)=O.[C:18]1([OH:24])[CH:23]=[CH:22][CH:21]=[CH:20][CH:19]=1.[CH:34]1(N=C=N[CH:34]2[CH2:39][CH2:38][CH2:37][CH2:36][CH2:35]2)[CH2:39][CH2:38][CH2:37][CH2:36][CH2:35]1. The yield is 0.570. The product is [C:18]1([O:24][P:14]([CH2:13][CH2:12][NH2:11])(=[O:15])[O:16][C:34]2[CH:35]=[CH:36][CH:37]=[CH:38][CH:39]=2)[CH:23]=[CH:22][CH:21]=[CH:20][CH:19]=1. (4) The reactants are [CH3:1][C:2]1[S:6][C:5]([C:7]([OH:9])=O)=[CH:4][C:3]=1[C:10]1[N:14]([CH3:15])[N:13]=[CH:12][CH:11]=1.[NH2:16][C@@H:17]([CH2:30][C:31]1[CH:36]=[CH:35][C:34]([F:37])=[CH:33][CH:32]=1)[CH2:18][N:19]1[C:27](=[O:28])[C:26]2[C:21](=[CH:22][CH:23]=[CH:24][CH:25]=2)[C:20]1=[O:29].C1CN([P+](Br)(N2CCCC2)N2CCCC2)CC1.F[P-](F)(F)(F)(F)F.CCN(C(C)C)C(C)C. The catalyst is C(Cl)(Cl)Cl. The product is [O:29]=[C:20]1[C:21]2[C:26](=[CH:25][CH:24]=[CH:23][CH:22]=2)[C:27](=[O:28])[N:19]1[CH2:18][C@@H:17]([NH:16][C:7]([C:5]1[S:6][C:2]([CH3:1])=[C:3]([C:10]2[N:14]([CH3:15])[N:13]=[CH:12][CH:11]=2)[CH:4]=1)=[O:9])[CH2:30][C:31]1[CH:32]=[CH:33][C:34]([F:37])=[CH:35][CH:36]=1. The yield is 0.320. (5) The reactants are Br[C:2]1[CH:3]=[C:4]([N:8]([C:13]2[C:32]([CH:33]3[CH2:35][CH2:34]3)=[CH:31][C:16]3[C:17]([C:27]([NH:29][CH3:30])=[O:28])=[C:18]([C:20]4[CH:25]=[CH:24][C:23]([F:26])=[CH:22][CH:21]=4)[O:19][C:15]=3[CH:14]=2)[S:9]([CH3:12])(=[O:11])=[O:10])[CH:5]=[CH:6][CH:7]=1.C([O-])(=O)C.[K+].[B:41]1([B:41]2[O:45][C:44]([CH3:47])([CH3:46])[C:43]([CH3:49])([CH3:48])[O:42]2)[O:45][C:44]([CH3:47])([CH3:46])[C:43]([CH3:49])([CH3:48])[O:42]1. The catalyst is O1CCOCC1. The product is [CH:33]1([C:32]2[C:13]([N:8]([C:4]3[CH:5]=[CH:6][CH:7]=[C:2]([B:41]4[O:45][C:44]([CH3:47])([CH3:46])[C:43]([CH3:49])([CH3:48])[O:42]4)[CH:3]=3)[S:9]([CH3:12])(=[O:11])=[O:10])=[CH:14][C:15]3[O:19][C:18]([C:20]4[CH:25]=[CH:24][C:23]([F:26])=[CH:22][CH:21]=4)=[C:17]([C:27]([NH:29][CH3:30])=[O:28])[C:16]=3[CH:31]=2)[CH2:35][CH2:34]1. The yield is 0.920. (6) The reactants are [CH:1]1([CH2:6][CH:7]([C:11]2[CH:16]=[CH:15][C:14](F)=[C:13]([C:18]([F:21])([F:20])[F:19])[CH:12]=2)[C:8]([OH:10])=[O:9])[CH2:5][CH2:4][CH2:3][CH2:2]1.[CH3:22][S-:23].[Na+].Cl. The catalyst is CN(C)C=O. The product is [CH:1]1([CH2:6][CH:7]([C:11]2[CH:16]=[CH:15][C:14]([S:23][CH3:22])=[C:13]([C:18]([F:21])([F:20])[F:19])[CH:12]=2)[C:8]([OH:10])=[O:9])[CH2:5][CH2:4][CH2:3][CH2:2]1. The yield is 0.834. (7) The reactants are Cl.[NH2:2][OH:3].CC([O-])=O.[Na+].[C:9]([C:12]1[CH:17]=[C:16]([CH3:18])[C:15]([Br:19])=[CH:14][C:13]=1[OH:20])(=O)[CH3:10].CCO. The catalyst is O. The product is [Br:19][C:15]1[C:16]([CH3:18])=[CH:17][C:12]([CH2:9][CH:10]=[N:2][OH:3])=[C:13]([OH:20])[CH:14]=1. The yield is 0.975. (8) The reactants are [C:1]([O:5][C:6]([N:8]1[CH2:13][CH2:12][C:11](=[C:14](Br)[C:15]2[CH:20]=[CH:19][C:18]([C:21](=[O:27])[N:22]([CH2:25][CH3:26])[CH2:23][CH3:24])=[CH:17][CH:16]=2)[CH2:10][CH2:9]1)=[O:7])([CH3:4])([CH3:3])[CH3:2].C1(C)C=CC=CC=1.[C:36]([C:39]1[CH:40]=[C:41](B(O)O)[CH:42]=[CH:43][CH:44]=1)([OH:38])=[O:37].C(=O)([O-])[O-].[Na+].[Na+]. The catalyst is C(O)C. The product is [C:1]([O:5][C:6]([N:8]1[CH2:13][CH2:12][C:11](=[C:14]([C:15]2[CH:20]=[CH:19][C:18]([C:21]([N:22]([CH2:25][CH3:26])[CH2:23][CH3:24])=[O:27])=[CH:17][CH:16]=2)[C:43]2[CH:44]=[C:39]([CH:40]=[CH:41][CH:42]=2)[C:36]([OH:38])=[O:37])[CH2:10][CH2:9]1)=[O:7])([CH3:4])([CH3:3])[CH3:2]. The yield is 0.750. (9) The reactants are C(OC([N:8]1[CH2:11][CH:10]([NH:12][C:13]2[CH:14]=[C:15]3[C:24](=[CH:25][C:26]=2[C:27]2[CH:32]=[CH:31][CH:30]=[CH:29][CH:28]=2)[O:23][CH2:22][C:21]2[N:16]3[C@@H:17]([CH3:34])[C:18](=[O:33])[NH:19][N:20]=2)[CH2:9]1)=O)(C)(C)C.[C:35]([OH:41])([C:37]([F:40])([F:39])[F:38])=[O:36]. The catalyst is C(Cl)Cl. The product is [F:38][C:37]([F:40])([F:39])[C:35]([OH:41])=[O:36].[NH:8]1[CH2:9][CH:10]([NH:12][C:13]2[CH:14]=[C:15]3[C:24](=[CH:25][C:26]=2[C:27]2[CH:32]=[CH:31][CH:30]=[CH:29][CH:28]=2)[O:23][CH2:22][C:21]2[N:16]3[C@@H:17]([CH3:34])[C:18](=[O:33])[NH:19][N:20]=2)[CH2:11]1. The yield is 1.00. (10) The reactants are [C:1]([NH:24][C:25]1[CH:26]=[CH:27][C:28]([OH:35])=[C:29]([CH:34]=1)[C:30]([O:32]C)=[O:31])(=[O:23])[CH2:2][CH2:3][CH:4]=[CH:5][CH2:6][CH:7]=[CH:8][CH2:9][CH:10]=[CH:11][CH2:12][CH:13]=[CH:14][CH2:15][CH:16]=[CH:17][CH2:18][CH:19]=[CH:20][CH2:21][CH3:22].Cl. The catalyst is [OH-].[Na+].CO. The product is [C:1]([NH:24][C:25]1[CH:26]=[CH:27][C:28]([OH:35])=[C:29]([CH:34]=1)[C:30]([OH:32])=[O:31])(=[O:23])[CH2:2][CH2:3][CH:4]=[CH:5][CH2:6][CH:7]=[CH:8][CH2:9][CH:10]=[CH:11][CH2:12][CH:13]=[CH:14][CH2:15][CH:16]=[CH:17][CH2:18][CH:19]=[CH:20][CH2:21][CH3:22]. The yield is 0.900.